From a dataset of Full USPTO retrosynthesis dataset with 1.9M reactions from patents (1976-2016). Predict the reactants needed to synthesize the given product. (1) Given the product [ClH:36].[ClH:36].[CH:1]([C@H:14]1[N:19]2[CH2:20][CH2:21][N:22]([C:34](=[O:35])[CH2:33][O:32][CH3:31])[CH2:23][C@H:18]2[CH2:17][NH:16][CH2:15]1)([C:2]1[CH:3]=[CH:4][CH:5]=[CH:6][CH:7]=1)[C:8]1[CH:13]=[CH:12][CH:11]=[CH:10][CH:9]=1, predict the reactants needed to synthesize it. The reactants are: [CH:1]([C@H:14]1[N:19]2[CH2:20][CH2:21][NH:22][CH2:23][C@H:18]2[CH2:17][N:16](C(OC(C)(C)C)=O)[CH2:15]1)([C:8]1[CH:13]=[CH:12][CH:11]=[CH:10][CH:9]=1)[C:2]1[CH:7]=[CH:6][CH:5]=[CH:4][CH:3]=1.[CH3:31][O:32][CH2:33][C:34]([Cl:36])=[O:35]. (2) Given the product [Br:1][C:2]1[CH:3]=[C:4]([CH2:8][O:9][CH2:13][C:14]([N:16]([CH3:18])[CH3:17])=[O:15])[CH:5]=[N:6][CH:7]=1, predict the reactants needed to synthesize it. The reactants are: [Br:1][C:2]1[CH:3]=[C:4]([CH2:8][OH:9])[CH:5]=[N:6][CH:7]=1.[H-].[Na+].Cl[CH2:13][C:14]([N:16]([CH3:18])[CH3:17])=[O:15]. (3) Given the product [F:7][C:8]([F:21])([F:20])[S:9]([O:3][C@H:2]([CH3:4])[C:1]([O:6][CH3:23])=[O:5])(=[O:11])=[O:10], predict the reactants needed to synthesize it. The reactants are: [C:1]([O-:6])(=[O:5])[C@@H:2]([CH3:4])[OH:3].[F:7][C:8]([F:21])([F:20])[S:9](O[S:9]([C:8]([F:21])([F:20])[F:7])(=[O:11])=[O:10])(=[O:11])=[O:10].N1C(C)=CC=C[C:23]=1C. (4) Given the product [CH2:16]([C@H:4]1[C@H:3]([CH3:18])[C@@H:2]([NH:1][C:32]2[CH:33]=[CH:28][CH:27]=[C:22]([CH3:23])[N:20]=2)[C:11]2[C:6](=[CH:7][CH:8]=[C:9]([F:12])[CH:10]=2)[N:5]1[C:13](=[O:15])[CH3:14])[CH3:17], predict the reactants needed to synthesize it. The reactants are: [NH2:1][C@H:2]1[C:11]2[C:6](=[CH:7][CH:8]=[C:9]([F:12])[CH:10]=2)[N:5]([C:13](=[O:15])[CH3:14])[C@@H:4]([CH2:16][CH3:17])[C@@H:3]1[CH3:18].C[N:20]([C:22]1[C:27]([C:28]2[C:33](P(C3CCCCC3)C3CCCCC3)=[CH:32]C=CC=2)=CC=C[CH:23]=1)C.CC(C)([O-])C.[Na+].BrC1C=CC=C(C)N=1. (5) The reactants are: Br[C:2]1[CH:7]=[CH:6][C:5]([C:8]([N:10]2[CH2:15][CH2:14][N:13]([C:16]3[C:21]([CH3:22])=[CH:20][C:19]([CH3:23])=[CH:18][N:17]=3)[CH2:12][CH2:11]2)=[O:9])=[CH:4][CH:3]=1.[CH3:24][O:25][C:26]1[CH:41]=[CH:40][C:29]([CH2:30][N:31]2[C:35](=[O:36])[C:34]([CH3:38])([CH3:37])[NH:33][C:32]2=[O:39])=[CH:28][CH:27]=1.C(=O)([O-])[O-].[Cs+].[Cs+].CNCCNC. Given the product [CH3:22][C:21]1[C:16]([N:13]2[CH2:14][CH2:15][N:10]([C:8]([C:5]3[CH:6]=[CH:7][C:2]([N:33]4[C:34]([CH3:37])([CH3:38])[C:35](=[O:36])[N:31]([CH2:30][C:29]5[CH:40]=[CH:41][C:26]([O:25][CH3:24])=[CH:27][CH:28]=5)[C:32]4=[O:39])=[CH:3][CH:4]=3)=[O:9])[CH2:11][CH2:12]2)=[N:17][CH:18]=[C:19]([CH3:23])[CH:20]=1, predict the reactants needed to synthesize it. (6) Given the product [NH:2]1[C:6]2[CH:7]=[CH:8][CH:9]=[CH:10][C:5]=2[N:4]=[C:3]1[C@H:11]([NH:21][C:30]([NH:29][CH:24]1[CH2:25][CH2:26][CH2:27][CH2:28][CH:23]1[CH3:22])=[O:31])[CH2:12][C:13]1[CH:18]=[CH:17][C:16]([O:19][CH3:20])=[CH:15][CH:14]=1, predict the reactants needed to synthesize it. The reactants are: Cl.[NH:2]1[C:6]2[CH:7]=[CH:8][CH:9]=[CH:10][C:5]=2[N:4]=[C:3]1[C@H:11]([NH2:21])[CH2:12][C:13]1[CH:18]=[CH:17][C:16]([O:19][CH3:20])=[CH:15][CH:14]=1.[CH3:22][CH:23]1[CH2:28][CH2:27][CH2:26][CH2:25][CH:24]1[NH2:29].[C:30](O)(C(F)(F)F)=[O:31].